Dataset: Full USPTO retrosynthesis dataset with 1.9M reactions from patents (1976-2016). Task: Predict the reactants needed to synthesize the given product. Given the product [CH3:19][C@:9]12[C:16]([CH3:18])([CH3:17])[CH:13]([CH2:14][CH2:15]1)[CH:12]=[C:10]2[C:2]#[C:1][C:3]1[CH:8]=[CH:7][CH:6]=[CH:5][N:4]=1, predict the reactants needed to synthesize it. The reactants are: [C:1]([C:3]1[CH:8]=[CH:7][CH:6]=[CH:5][N:4]=1)#[CH:2].[C@:9]12([CH3:19])[C:16]([CH3:18])([CH3:17])[CH:13]([CH2:14][CH2:15]1)[CH2:12][C:10]2=O.